Dataset: Reaction yield outcomes from USPTO patents with 853,638 reactions. Task: Predict the reaction yield, written as a fraction of the theoretical maximum amount of product (1.0 means a 100% yield; for example, 0.34 means a 34% yield). (1) The reactants are [Br:1][C:2]1[CH:7]=[CH:6][C:5]([O:8][CH3:9])=[CH:4][C:3]=1[CH3:10].[Br:11]N1C(=O)CCC1=O. The catalyst is ClCCl.C(OOC(=O)C1C=CC=CC=1)(=O)C1C=CC=CC=1. The product is [Br:1][C:2]1[CH:7]=[CH:6][C:5]([O:8][CH3:9])=[CH:4][C:3]=1[CH2:10][Br:11]. The yield is 0.720. (2) The reactants are [CH3:1][C:2]1[S:3][C:4]2[CH:10]=[C:9]([N+:11]([O-])=O)[CH:8]=[CH:7][C:5]=2[N:6]=1.[C:14](OC(=O)C)(=[O:16])[CH3:15]. The catalyst is C(O)(=O)C.[Fe]. The product is [CH3:1][C:2]1[S:3][C:4]2[CH:10]=[C:9]([NH:11][C:14](=[O:16])[CH3:15])[CH:8]=[CH:7][C:5]=2[N:6]=1. The yield is 0.820. (3) The reactants are [Br:1][C:2]1[CH:3]=[C:4]([C:8]2([C:16]3[CH:21]=[CH:20][C:19]([OH:22])=[CH:18][CH:17]=3)[NH:12][C:11](=[S:13])[N:10]([CH3:14])[C:9]2=[O:15])[CH:5]=[CH:6][CH:7]=1.C(N(CC)CC)C.[CH3:30][S:31](Cl)(=[O:33])=[O:32]. The yield is 0.700. No catalyst specified. The product is [CH3:30][S:31]([O:22][C:19]1[CH:18]=[CH:17][C:16]([C:8]2([C:4]3[CH:5]=[CH:6][CH:7]=[C:2]([Br:1])[CH:3]=3)[C:9](=[O:15])[N:10]([CH3:14])[C:11](=[S:13])[NH:12]2)=[CH:21][CH:20]=1)(=[O:33])=[O:32]. (4) The reactants are [Br:1][C:2]1[CH:3]=[C:4]2[NH:10][CH:9]=[CH:8][C:5]2=[N:6][CH:7]=1.[H-].[Na+].Cl[CH:14]([C:16]1[CH:21]=[CH:20][CH:19]=[CH:18][N:17]=1)[CH3:15].[Cl-].[NH4+]. The catalyst is CN(C)C=O. The product is [Br:1][C:2]1[CH:3]=[C:4]2[N:10]([CH:14]([C:16]3[CH:21]=[CH:20][CH:19]=[CH:18][N:17]=3)[CH3:15])[CH:9]=[CH:8][C:5]2=[N:6][CH:7]=1. The yield is 0.560. (5) The reactants are [C:1]([O:5][C:6]([NH:8][C:9]1[S:10][C:11]([CH:19]=[O:20])=[C:12]([C:14]2[O:15][CH:16]=[CH:17][CH:18]=2)[N:13]=1)=[O:7])([CH3:4])([CH3:3])[CH3:2].[CH2:21]([Li])[CH2:22][CH2:23][CH3:24].CCCCCC.[Cl-].[NH4+]. The catalyst is C1COCC1. The product is [O:15]1[CH:16]=[CH:17][CH:18]=[C:14]1[C:12]1[N:13]=[C:9]([NH:8][C:6](=[O:7])[O:5][C:1]([CH3:4])([CH3:2])[CH3:3])[S:10][C:11]=1[CH:19]([OH:20])[CH2:21][CH2:22][CH2:23][CH3:24]. The yield is 0.630.